This data is from Experimentally validated miRNA-target interactions with 360,000+ pairs, plus equal number of negative samples. The task is: Binary Classification. Given a miRNA mature sequence and a target amino acid sequence, predict their likelihood of interaction. (1) The miRNA is mmu-miR-3086-5p with sequence UAGAUUGUAGGCCCAUUGGA. The protein sequence of the target gene is MEASAAEQPSSPPPPLGDHCIHDGDFVVLKREDVFKAVQVQRRKKVTFEKQWFYLDNAIGHSYGSAFDVSSGGSLQLRKKLEEPASETKEAGTDNRNIVDDGKSQKLTQDDIKALKDKGIKGEEIVQQLIENSTTFRDKTEFAQDKYIKKKKKKYEAIVTILKPSTRILSIMYYAREPGKINHMRYDTLAQMLTLGNIRAGNKMIVMETCSGLVLGAMMERMGGFGSIIQLYPGDGPVRAATACFGFPKSFLSGLYEFPLNKVNSLLNGTFSAEMLSSEPKDSTPVEESNGELEEKEIAE.... Result: 0 (no interaction). (2) Result: 0 (no interaction). The miRNA is cel-miR-1022-5p with sequence AAGAUCAUUGUUAGGACGCCAUC. The protein sequence of the target gene is MSSQVVGIEPLYIKAEPASPDSPKGSSETETEPPVTLASGPAPARCLPGHKEEEDGEGAGSGEQGSGKLVLSSLPKRLCLVCGDVASGYHYGVASCEACKAFFKRTIQGSIEYSCPASNECEITKRRRKACQACRFTKCLRVGMLKEGVRLDRVRGGRQKYKRRPEVDPLPFPGPFPAGPLAVAGGPRKTAPVNALVSHLLVVEPEKLYAMPDPASPDGHLPAVATLCDLFDREIVVTISWAKSIPGFSSLSLSDQMSVLQSVWMEVLVLGVAQRSLPLQDELAFAEDLVLDEEGARAAG....